This data is from Full USPTO retrosynthesis dataset with 1.9M reactions from patents (1976-2016). The task is: Predict the reactants needed to synthesize the given product. Given the product [CH3:27][O:26][C:20]1[CH:21]=[CH:22][C:23]2[CH:24]([CH2:1][CH3:2])[CH:16]3[CH2:15][NH:14][CH2:28][CH:17]3[C:18]=2[CH:19]=1, predict the reactants needed to synthesize it. The reactants are: [CH3:1][C:2](C)([O-])C.[K+].C([N:14]1[CH2:28][CH:17]2[C:18]3[CH:19]=[C:20]([O:26][CH3:27])[CH:21]=[CH:22][C:23]=3[C:24](=O)[CH:16]2[CH2:15]1)C1C=CC=CC=1.